Dataset: Forward reaction prediction with 1.9M reactions from USPTO patents (1976-2016). Task: Predict the product of the given reaction. Given the reactants Cl[C:2]1[N:7]=[C:6]([N:8]([C:10]2[C:18]3[O:17][CH2:16][O:15][C:14]=3[CH:13]=[CH:12][C:11]=2[Cl:19])[CH3:9])[CH:5]=[CH:4][N:3]=1.[NH2:20][C:21]1[CH:26]=[CH:25][CH:24]=[CH:23][CH:22]=1.Cl, predict the reaction product. The product is: [Cl:19][C:11]1[CH:12]=[CH:13][C:14]2[O:15][CH2:16][O:17][C:18]=2[C:10]=1[N:8]([CH3:9])[C:6]1[CH:5]=[CH:4][N:3]=[C:2]([NH:20][C:21]2[CH:26]=[CH:25][CH:24]=[CH:23][CH:22]=2)[N:7]=1.